Dataset: Reaction yield outcomes from USPTO patents with 853,638 reactions. Task: Predict the reaction yield, written as a fraction of the theoretical maximum amount of product (1.0 means a 100% yield; for example, 0.34 means a 34% yield). (1) The reactants are [Br:1]Br.[NH2:3][C:4]1[CH:11]=[CH:10][C:7]([C:8]#[N:9])=[CH:6][N:5]=1. The catalyst is CC(O)=O. The product is [NH2:3][C:4]1[C:11]([Br:1])=[CH:10][C:7]([C:8]#[N:9])=[CH:6][N:5]=1. The yield is 0.490. (2) The reactants are [F:1][C:2]1[CH:7]=[C:6]([CH3:8])[C:5]([N+:9]([O-:11])=[O:10])=[CH:4][C:3]=1[N+:12]([O-:14])=[O:13].C[C:16]([N:18]([CH3:20])[CH3:19])=O.CN(C=O)C. The catalyst is O. The product is [F:1][C:2]1[C:3]([N+:12]([O-:14])=[O:13])=[CH:4][C:5]([N+:9]([O-:11])=[O:10])=[C:6](/[CH:8]=[CH:16]/[N:18]([CH3:20])[CH3:19])[CH:7]=1. The yield is 0.630. (3) The reactants are Cl[CH2:2][C@@H:3]1[O:12][CH2:11][C@@H:6]2[CH2:7][O:8][CH2:9][CH2:10][N:5]2[CH2:4]1.[C:13]([O-:16])(=[O:15])[CH3:14].[K+]. The catalyst is CN(C=O)C. The product is [C:13]([O:16][CH2:2][CH:3]1[O:12][CH2:11][CH:6]2[CH2:7][O:8][CH2:9][CH2:10][N:5]2[CH2:4]1)(=[O:15])[CH3:14]. The yield is 0.420. (4) The reactants are [Br:1][C:2]1[CH:7]=[CH:6][C:5]([CH2:8][C:9](O)=[O:10])=[C:4]([F:12])[CH:3]=1.B. The catalyst is C1COCC1. The product is [Br:1][C:2]1[CH:7]=[CH:6][C:5]([CH2:8][CH2:9][OH:10])=[C:4]([F:12])[CH:3]=1. The yield is 0.820. (5) The reactants are P([O:13][CH2:14][CH2:15][NH:16][CH2:17][CH2:18][CH2:19][O:20][C:21]1[CH:30]=[C:29]2[C:24]([C:25]([NH:31][C:32]3[CH:36]=[C:35]([CH2:37][C:38]([NH:40][C:41]4[CH:46]=[CH:45][CH:44]=[C:43]([F:47])[CH:42]=4)=[O:39])[NH:34][N:33]=3)=[N:26][CH:27]=[N:28]2)=[CH:23][C:22]=1[O:48][CH3:49])(OC(C)(C)C)(OC(C)(C)C)=O.[CH:50]1(NCCO)[CH2:52][CH2:51]1. No catalyst specified. The product is [CH:50]1([N:16]([CH2:15][CH2:14][OH:13])[CH2:17][CH2:18][CH2:19][O:20][C:21]2[CH:30]=[C:29]3[C:24]([C:25]([NH:31][C:32]4[CH:36]=[C:35]([CH2:37][C:38]([NH:40][C:41]5[CH:46]=[CH:45][CH:44]=[C:43]([F:47])[CH:42]=5)=[O:39])[NH:34][N:33]=4)=[N:26][CH:27]=[N:28]3)=[CH:23][C:22]=2[O:48][CH3:49])[CH2:52][CH2:51]1. The yield is 0.130. (6) The reactants are C([N:11]1[CH2:15][CH2:14][C@H:13]([N:16]([CH:27]2[CH2:32][CH2:31][CH2:30][CH2:29][CH2:28]2)[C:17](=[O:26])[C:18]([CH3:25])([CH3:24])[CH2:19][O:20][C:21](=[O:23])[CH3:22])[CH2:12]1)(OCC1C=CC=CC=1)=O. The catalyst is O1CCOCC1.[Pd]. The product is [CH:27]1([N:16]([C:17](=[O:26])[C:18]([CH3:25])([CH3:24])[CH2:19][O:20][C:21](=[O:23])[CH3:22])[C@H:13]2[CH2:14][CH2:15][NH:11][CH2:12]2)[CH2:28][CH2:29][CH2:30][CH2:31][CH2:32]1. The yield is 0.840. (7) The reactants are Cl[C:2]1[C:7]([N+:8]([O-:10])=[O:9])=[CH:6][N:5]=[C:4]2[S:11][CH:12]=[CH:13][C:3]=12.[NH:14]1[CH2:19][CH2:18][CH2:17][C@H:16]([NH:20][C:21](=[O:27])[O:22][C:23]([CH3:26])([CH3:25])[CH3:24])[CH2:15]1.CCN(C(C)C)C(C)C. The catalyst is C(O)CCC. The product is [N+:8]([C:7]1[C:2]([N:14]2[CH2:19][CH2:18][CH2:17][C@H:16]([NH:20][C:21](=[O:27])[O:22][C:23]([CH3:25])([CH3:24])[CH3:26])[CH2:15]2)=[C:3]2[CH:13]=[CH:12][S:11][C:4]2=[N:5][CH:6]=1)([O-:10])=[O:9]. The yield is 0.940. (8) The reactants are Br[C:2]1[CH:7]=[CH:6][C:5]([S:8]([N:11]2[CH2:24][CH2:23][C:14]3([O:19][CH2:18][C:17](=[O:20])[N:16]([CH2:21][CH3:22])[CH2:15]3)[CH2:13][CH2:12]2)(=[O:10])=[O:9])=[CH:4][CH:3]=1.B1(B2OC(C)(C)C(C)(C)O2)OC(C)(C)C(C)(C)O1.C([O-])(=O)C.[K+].Br[C:49]1[CH:58]=[C:57]2[C:52]([CH:53]=[C:54]([O:59][CH3:60])[CH:55]=[N:56]2)=[CH:51][CH:50]=1.C(=O)([O-])[O-].[K+].[K+]. The catalyst is C1C=CC(P(C2C=CC=CC=2)[C-]2C=CC=C2)=CC=1.C1C=CC(P(C2C=CC=CC=2)[C-]2C=CC=C2)=CC=1.Cl[Pd]Cl.[Fe+2].C(Cl)Cl.O1CCOCC1. The product is [CH2:21]([N:16]1[CH2:15][C:14]2([CH2:23][CH2:24][N:11]([S:8]([C:5]3[CH:6]=[CH:7][C:2]([C:49]4[CH:58]=[C:57]5[C:52]([CH:53]=[C:54]([O:59][CH3:60])[CH:55]=[N:56]5)=[CH:51][CH:50]=4)=[CH:3][CH:4]=3)(=[O:10])=[O:9])[CH2:12][CH2:13]2)[O:19][CH2:18][C:17]1=[O:20])[CH3:22]. The yield is 0.180. (9) The reactants are C([N-]C(C)C)(C)C.[Li+].[F:9][C:10]1([C:23]([O:25]C)=O)[CH2:15][CH2:14][N:13]([C:16]([O:18][C:19]([CH3:22])([CH3:21])[CH3:20])=[O:17])[CH2:12][CH2:11]1.[Cl:27][CH2:28]I. No catalyst specified. The product is [Cl:27][CH2:28][C:23]([C:10]1([F:9])[CH2:11][CH2:12][N:13]([C:16]([O:18][C:19]([CH3:20])([CH3:21])[CH3:22])=[O:17])[CH2:14][CH2:15]1)=[O:25]. The yield is 0.782. (10) The reactants are CS(OS(C)(=O)=O)(=O)=O.[Br:10][C:11]1[N:21]=[C:14]2[CH:15]=[CH:16][CH:17]=[C:18]([CH2:19]O)[N:13]2[N:12]=1.C(N(CC)C(C)C)(C)C.[NH:31]1[CH2:36][CH2:35][NH:34][CH2:33][C:32]1=[O:37]. The catalyst is CN(C)C=O. The product is [Br:10][C:11]1[N:21]=[C:14]2[CH:15]=[CH:16][CH:17]=[C:18]([CH2:19][N:34]3[CH2:35][CH2:36][NH:31][C:32](=[O:37])[CH2:33]3)[N:13]2[N:12]=1. The yield is 0.940.